From a dataset of Catalyst prediction with 721,799 reactions and 888 catalyst types from USPTO. Predict which catalyst facilitates the given reaction. (1) Product: [CH2:1]([C:3]1[CH:8]=[CH:7][N:6]=[CH:5][C:4]=1[C:9]1[NH:10][CH:11]=[C:12]([C:14]2[CH:19]=[CH:18][C:17]([F:20])=[CH:16][CH:15]=2)[N:13]=1)[CH3:2]. The catalyst class is: 52. Reactant: [CH2:1]([C:3]1[CH:8]=[CH:7][N:6]=[CH:5][C:4]=1[C:9]1[NH:10][CH:11]=[C:12]([C:14]2[CH:19]=[CH:18][C:17]([F:20])=[CH:16][CH:15]=2)[N:13]=1)[CH3:2].CC1C(C(O)=O)=CN=CC=1.[OH-].[Na+]. (2) Reactant: [Cl:1][C:2]1[CH:7]=[C:6]([O:8][CH3:9])[CH:5]=[CH:4][C:3]=1[CH2:10][C:11]([C:13]1[CH:18]=[N:17][C:16]([CH3:19])=[CH:15][N:14]=1)=[O:12].[H-].[Na+].[CH3:22]I. Product: [Cl:1][C:2]1[CH:7]=[C:6]([O:8][CH3:9])[CH:5]=[CH:4][C:3]=1[CH:10]([CH3:22])[C:11]([C:13]1[CH:18]=[N:17][C:16]([CH3:19])=[CH:15][N:14]=1)=[O:12]. The catalyst class is: 39. (3) Reactant: [C:1]1([O:7][C:8]2[CH:9]=[CH:10][C:11]([C:18]([F:21])([F:20])[F:19])=[C:12]([CH:17]=2)[C:13]([O:15]C)=[O:14])[CH:6]=[CH:5][CH:4]=[CH:3][CH:2]=1.[OH-].[Na+]. Product: [C:1]1([O:7][C:8]2[CH:9]=[CH:10][C:11]([C:18]([F:19])([F:20])[F:21])=[C:12]([CH:17]=2)[C:13]([OH:15])=[O:14])[CH:2]=[CH:3][CH:4]=[CH:5][CH:6]=1. The catalyst class is: 8. (4) The catalyst class is: 1. Reactant: [Li]CCCC.[CH3:6][CH2:7][CH2:8][CH2:9][CH2:10][CH3:11].C([NH:15]C(C)C)(C)C.C[N:20]([C:28]1[CH:33]=[CH:32][CH:31]=C(C)N=1)[C:21](=[O:27])[O:22][C:23]([CH3:26])([CH3:25])[CH3:24].C(Br)C=C. Product: [CH2:8]([C:7]1[N:15]=[C:33]([CH2:28][NH:20][C:21](=[O:27])[O:22][C:23]([CH3:26])([CH3:25])[CH3:24])[CH:32]=[CH:31][CH:6]=1)[CH2:9][CH:10]=[CH2:11]. (5) Reactant: [NH2:1][C:2]1[CH:7]=[CH:6][C:5]([NH:8][C:9]([C@H:11]2[CH2:16][CH2:15][CH2:14][CH2:13][NH:12]2)=[O:10])=[CH:4][C:3]=1[N+:17]([O-:19])=[O:18].C=O.[C:22]([BH3-])#N.[Na+].O. The catalyst class is: 5. Product: [NH2:1][C:2]1[CH:7]=[CH:6][C:5]([NH:8][C:9]([C@H:11]2[CH2:16][CH2:15][CH2:14][CH2:13][N:12]2[CH3:22])=[O:10])=[CH:4][C:3]=1[N+:17]([O-:19])=[O:18]. (6) Reactant: [C:1]([OH:13])(=O)[CH2:2][CH2:3][CH2:4][CH2:5][CH2:6][CH2:7][CH2:8][CH2:9][CH:10]=[CH2:11].C(Cl)(C([Cl:18])=O)=O. Product: [C:1]([Cl:18])(=[O:13])[CH2:2][CH2:3][CH2:4][CH2:5][CH2:6][CH2:7][CH2:8][CH2:9][CH:10]=[CH2:11]. The catalyst class is: 2.